Dataset: NCI-60 drug combinations with 297,098 pairs across 59 cell lines. Task: Regression. Given two drug SMILES strings and cell line genomic features, predict the synergy score measuring deviation from expected non-interaction effect. (1) Drug 1: CCC1=C2CN3C(=CC4=C(C3=O)COC(=O)C4(CC)O)C2=NC5=C1C=C(C=C5)O. Drug 2: CC1CCC2CC(C(=CC=CC=CC(CC(C(=O)C(C(C(=CC(C(=O)CC(OC(=O)C3CCCCN3C(=O)C(=O)C1(O2)O)C(C)CC4CCC(C(C4)OC)OCCO)C)C)O)OC)C)C)C)OC. Cell line: LOX IMVI. Synergy scores: CSS=29.1, Synergy_ZIP=-10.2, Synergy_Bliss=-7.12, Synergy_Loewe=-41.3, Synergy_HSA=-5.37. (2) Synergy scores: CSS=22.5, Synergy_ZIP=-8.24, Synergy_Bliss=-1.84, Synergy_Loewe=-15.2, Synergy_HSA=-1.84. Drug 2: C1CCC(CC1)NC(=O)N(CCCl)N=O. Drug 1: CC1C(C(CC(O1)OC2CC(CC3=C2C(=C4C(=C3O)C(=O)C5=C(C4=O)C(=CC=C5)OC)O)(C(=O)C)O)N)O.Cl. Cell line: HT29.